This data is from Catalyst prediction with 721,799 reactions and 888 catalyst types from USPTO. The task is: Predict which catalyst facilitates the given reaction. Reactant: [CH:1]([C:3]1[C:4]([NH:13][C@H:14]2[CH2:18][CH2:17][CH2:16][C@@H:15]2[NH:19][C:20](=[O:26])[O:21][C:22]([CH3:25])([CH3:24])[CH3:23])=[N:5][CH:6]=[C:7]([C:9]([F:12])([F:11])[F:10])[N:8]=1)=[CH2:2].[H][H]. Product: [CH2:1]([C:3]1[C:4]([NH:13][C@H:14]2[CH2:18][CH2:17][CH2:16][C@@H:15]2[NH:19][C:20](=[O:26])[O:21][C:22]([CH3:25])([CH3:24])[CH3:23])=[N:5][CH:6]=[C:7]([C:9]([F:11])([F:10])[F:12])[N:8]=1)[CH3:2]. The catalyst class is: 19.